Dataset: CYP2D6 substrate classification data from Carbon-Mangels et al.. Task: Regression/Classification. Given a drug SMILES string, predict its absorption, distribution, metabolism, or excretion properties. Task type varies by dataset: regression for continuous measurements (e.g., permeability, clearance, half-life) or binary classification for categorical outcomes (e.g., BBB penetration, CYP inhibition). Dataset: cyp2d6_substrate_carbonmangels. (1) The molecule is C[C@H](CN(C)C)CN1c2ccccc2CCc2ccccc21. The result is 1 (substrate). (2) The molecule is C[C@H](CN1c2ccccc2Sc2ccccc21)N(C)C. The result is 1 (substrate). (3) The compound is CCc1ccccc1. The result is 0 (non-substrate). (4) The drug is NC(=O)OCC(COC(N)=O)c1ccccc1. The result is 0 (non-substrate). (5) The compound is Nc1ccccc1. The result is 0 (non-substrate). (6) The molecule is COC(=O)[C@H](c1ccccc1)[C@H]1CCCCN1. The result is 0 (non-substrate).